This data is from Retrosynthesis with 50K atom-mapped reactions and 10 reaction types from USPTO. The task is: Predict the reactants needed to synthesize the given product. Given the product Cc1nn(CC(C)(F)CO)c(-c2ccc(F)cc2)c1-c1ccc2c(c1)NC(=O)CO2, predict the reactants needed to synthesize it. The reactants are: CC1(C)OB(c2ccc3c(c2)NC(=O)CO3)OC1(C)C.Cc1nn(CC(C)(F)CO)c(-c2ccc(F)cc2)c1Br.